From a dataset of Full USPTO retrosynthesis dataset with 1.9M reactions from patents (1976-2016). Predict the reactants needed to synthesize the given product. (1) Given the product [CH3:22][O:21][C:18]1[CH:19]=[CH:20][C:15]([N:13]([CH3:14])[C:11]2[C:10]3[C:5](=[CH:6][CH:7]=[CH:8][CH:9]=3)[N:4]=[C:3]([C:27]#[N:26])[N:12]=2)=[CH:16][CH:17]=1, predict the reactants needed to synthesize it. The reactants are: Cl.Cl[C:3]1[N:12]=[C:11]([N:13]([C:15]2[CH:20]=[CH:19][C:18]([O:21][CH3:22])=[CH:17][CH:16]=2)[CH3:14])[C:10]2[C:5](=[CH:6][CH:7]=[CH:8][CH:9]=2)[N:4]=1.[C-]#N.[Na+].[N:26]12CCN(CC1)C[CH2:27]2. (2) The reactants are: [Cl:1][C:2]1[N:3]=[CH:4][C:5]2[S:10][CH:9]=[C:8]([C:11]([OH:13])=O)[C:6]=2[N:7]=1.[F:14][C:15]1[CH:23]=[C:22]2[C:18]([C:19]([NH2:25])=[N:20][N:21]2[CH3:24])=[CH:17][CH:16]=1.CCN(C(C)C)C(C)C. Given the product [F:14][C:15]1[CH:23]=[C:22]2[C:18]([C:19]([NH:25][C:11]([C:8]3[C:6]4[N:7]=[C:2]([Cl:1])[N:3]=[CH:4][C:5]=4[S:10][CH:9]=3)=[O:13])=[N:20][N:21]2[CH3:24])=[CH:17][CH:16]=1, predict the reactants needed to synthesize it. (3) Given the product [Br:1][C:13]1[C:14]2[C:19](=[CH:18][C:17]([CH:20]=[O:21])=[CH:16][C:15]=2[O:22][CH2:23][C:24]([F:25])([F:27])[F:26])[N:11]([CH2:9][CH3:10])[CH:12]=1, predict the reactants needed to synthesize it. The reactants are: [Br:1]N1C(=O)CCC1=O.[CH2:9]([N:11]1[C:19]2[C:14](=[C:15]([O:22][CH2:23][C:24]([F:27])([F:26])[F:25])[CH:16]=[C:17]([CH:20]=[O:21])[CH:18]=2)[CH:13]=[CH:12]1)[CH3:10].O.